From a dataset of Reaction yield outcomes from USPTO patents with 853,638 reactions. Predict the reaction yield, written as a fraction of the theoretical maximum amount of product (1.0 means a 100% yield; for example, 0.34 means a 34% yield). (1) The reactants are [F:1][C:2]1([F:20])[CH2:19][CH2:18][C:5]2([CH:7]([C:8]([O:10]CC3C=CC=CN=3)=[O:9])[CH2:6]2)[CH2:4][CH2:3]1.[OH-].[Na+]. The catalyst is C1COCC1.CO. The product is [F:1][C:2]1([F:20])[CH2:19][CH2:18][C:5]2([CH:7]([C:8]([OH:10])=[O:9])[CH2:6]2)[CH2:4][CH2:3]1. The yield is 0.900. (2) The reactants are [F:1][C:2]1[CH:3]=[C:4]([C@H:8]2[CH2:12][CH2:11][CH2:10][N:9]2[C:13]2[CH:18]=[CH:17][N:16]3[N:19]=[CH:20][C:21]([NH2:22])=[C:15]3[N:14]=2)[CH:5]=[CH:6][CH:7]=1.C1N=CN([C:28]([N:30]2[CH:34]=N[CH:32]=[CH:31]2)=[O:29])C=1.N1CC[O:38][CH2:37]C1. The catalyst is C(Cl)Cl. The product is [F:1][C:2]1[CH:3]=[C:4]([C@H:8]2[CH2:12][CH2:11][CH2:10][N:9]2[C:13]2[CH:18]=[CH:17][N:16]3[N:19]=[CH:20][C:21]([NH:22][C:28]([N:30]4[CH2:31][CH2:32][O:38][CH2:37][CH2:34]4)=[O:29])=[C:15]3[N:14]=2)[CH:5]=[CH:6][CH:7]=1. The yield is 1.00. (3) The reactants are [Br:1][C:2]1[CH:7]=[CH:6][C:5]([N:8]2[CH2:13][CH2:12][N:11]([CH3:14])[CH2:10][CH2:9]2)=[CH:4][C:3]=1[N+:15]([O-])=O. The catalyst is [Cl-].[NH4+].CO.[Fe]. The product is [Br:1][C:2]1[CH:7]=[CH:6][C:5]([N:8]2[CH2:9][CH2:10][N:11]([CH3:14])[CH2:12][CH2:13]2)=[CH:4][C:3]=1[NH2:15]. The yield is 0.680. (4) The reactants are [F:1][C:2]1[CH:3]=[C:4]([CH:14]([NH:16][C:17]([C:19]2[N:20]=[C:21](Cl)[O:22][CH:23]=2)=[O:18])[CH3:15])[CH:5]=[C:6]([F:13])[C:7]=1[NH:8][S:9]([CH3:12])(=[O:11])=[O:10].[NH:25]1[CH:34]2[CH:29]([CH2:30][CH2:31][CH2:32][CH2:33]2)[CH2:28][CH2:27][CH2:26]1. No catalyst specified. The product is [F:1][C:2]1[CH:3]=[C:4]([CH:14]([NH:16][C:17]([C:19]2[N:20]=[C:21]([N:25]3[CH:34]4[CH:29]([CH2:30][CH2:31][CH2:32][CH2:33]4)[CH2:28][CH2:27][CH2:26]3)[O:22][CH:23]=2)=[O:18])[CH3:15])[CH:5]=[C:6]([F:13])[C:7]=1[NH:8][S:9]([CH3:12])(=[O:11])=[O:10]. The yield is 0.900. (5) The reactants are [CH3:1][O:2][CH2:3][CH2:4][NH:5][C:6]1[CH:11]=[CH:10][C:9]([NH2:12])=[CH:8][N:7]=1.N1C=CC=CC=1.Cl[C:20]([O:22][C:23]1[CH:28]=[CH:27][CH:26]=[CH:25][CH:24]=1)=[O:21]. The catalyst is CC(C)=O.C(OCC)(=O)C. The product is [CH3:1][O:2][CH2:3][CH2:4][NH:5][C:6]1[N:7]=[CH:8][C:9]([NH:12][C:20](=[O:21])[O:22][C:23]2[CH:28]=[CH:27][CH:26]=[CH:25][CH:24]=2)=[CH:10][CH:11]=1. The yield is 0.470.